The task is: Predict the product of the given reaction.. This data is from Forward reaction prediction with 1.9M reactions from USPTO patents (1976-2016). (1) Given the reactants Br[C:2]1[CH:10]=[C:9]2[C:5]([C:6]3([CH2:15][CH2:14][CH2:13][CH2:12]3)[C:7](=[O:11])[NH:8]2)=[CH:4][CH:3]=1.[B:16]1([B:16]2[O:20][C:19]([CH3:22])([CH3:21])[C:18]([CH3:24])([CH3:23])[O:17]2)[O:20][C:19]([CH3:22])([CH3:21])[C:18]([CH3:24])([CH3:23])[O:17]1.C([O-])(=O)C.[K+], predict the reaction product. The product is: [CH3:23][C:18]1([CH3:24])[C:19]([CH3:22])([CH3:21])[O:20][B:16]([C:2]2[CH:10]=[C:9]3[C:5]([C:6]4([CH2:15][CH2:14][CH2:13][CH2:12]4)[C:7](=[O:11])[NH:8]3)=[CH:4][CH:3]=2)[O:17]1. (2) Given the reactants [Cl:1][C:2]1[CH:12]=[CH:11][C:5]2[NH:6][C:7](=[O:10])[CH2:8][O:9][C:4]=2[CH:3]=1.[C:13](O[C:13]([O:15][C:16]([CH3:19])([CH3:18])[CH3:17])=[O:14])([O:15][C:16]([CH3:19])([CH3:18])[CH3:17])=[O:14].CCOC(C)=O, predict the reaction product. The product is: [Cl:1][C:2]1[CH:12]=[CH:11][C:5]2[N:6]([C:13]([O:15][C:16]([CH3:19])([CH3:18])[CH3:17])=[O:14])[C:7](=[O:10])[CH2:8][O:9][C:4]=2[CH:3]=1. (3) The product is: [CH:13]1([C:7]2[CH:8]=[CH:9][CH:10]=[C:11]([CH3:12])[C:6]=2[OH:5])[CH2:14][CH2:15]1. Given the reactants [Mg].C([O:5][C:6]1[C:11]([CH3:12])=[CH:10][CH:9]=[CH:8][C:7]=1[CH:13](Br)[CH2:14][CH2:15]Br)(=O)C.Cl, predict the reaction product.